The task is: Predict the product of the given reaction.. This data is from Forward reaction prediction with 1.9M reactions from USPTO patents (1976-2016). (1) Given the reactants [Cl:1][C:2]1[CH:7]=[CH:6][CH:5]=[CH:4][C:3]=1[C:8]([C:20]1[CH:25]=[CH:24][CH:23]=[CH:22][C:21]=1[Cl:26])(O)[C:9]1[S:13][C:12]([C:14]([O:16][CH2:17][CH3:18])=[O:15])=[CH:11][CH:10]=1.B(F)(F)F.O(CC)CC.C([SiH](CC)CC)C, predict the reaction product. The product is: [Cl:26][C:21]1[CH:22]=[CH:23][CH:24]=[CH:25][C:20]=1[CH:8]([C:3]1[CH:4]=[CH:5][CH:6]=[CH:7][C:2]=1[Cl:1])[C:9]1[S:13][C:12]([C:14]([O:16][CH2:17][CH3:18])=[O:15])=[CH:11][CH:10]=1. (2) Given the reactants [NH:1]1[C:9]2[C:4](=[CH:5][CH:6]=[CH:7][C:8]=2[CH2:10][CH2:11][C:12]2[CH:21]=[CH:20][C:15]([C:16]([O:18][CH3:19])=[O:17])=[CH:14][CH:13]=2)[CH2:3][CH2:2]1.BrC1C=CC=C2C=1CN([CH2:32][C:33]1[CH:38]=[CH:37][CH:36]=[C:35]([O:39][CH3:40])[CH:34]=1)C2.C(C1C=CC(C(OC)=O)=CC=1)=C, predict the reaction product. The product is: [CH3:40][O:39][C:35]1[CH:34]=[C:33]([CH:38]=[CH:37][CH:36]=1)[CH2:32][N:1]1[CH2:2][C:3]2[C:4](=[CH:5][CH:6]=[CH:7][C:8]=2[CH2:10][CH2:11][C:12]2[CH:13]=[CH:14][C:15]([C:16]([O:18][CH3:19])=[O:17])=[CH:20][CH:21]=2)[CH2:9]1.